From a dataset of Reaction yield outcomes from USPTO patents with 853,638 reactions. Predict the reaction yield, written as a fraction of the theoretical maximum amount of product (1.0 means a 100% yield; for example, 0.34 means a 34% yield). (1) The reactants are [F:1][C:2]1[CH:7]=[CH:6][C:5]([NH:8][C:9]2[C:10]3[C:17]([CH3:18])=[C:16]([C:19]([OH:21])=O)[S:15][C:11]=3[N:12]=[CH:13][N:14]=2)=[C:4]([O:22][CH:23]2[CH2:28][CH2:27][O:26][CH2:25][CH2:24]2)[CH:3]=1.C(Cl)(=O)C(Cl)=O.C1COCC1.C[N:41](C=O)C. No catalyst specified. The product is [F:1][C:2]1[CH:7]=[CH:6][C:5]([NH:8][C:9]2[C:10]3[C:17]([CH3:18])=[C:16]([C:19]([NH2:41])=[O:21])[S:15][C:11]=3[N:12]=[CH:13][N:14]=2)=[C:4]([O:22][CH:23]2[CH2:24][CH2:25][O:26][CH2:27][CH2:28]2)[CH:3]=1. The yield is 0.557. (2) The catalyst is C(#N)C. The yield is 0.450. The product is [N+:1]([C:4]1[CH:5]=[C:6]([N:10]([CH2:11][C:12]2[CH:17]=[CH:16][CH:15]=[C:14]([O:18][C:19]([F:23])([F:24])[CH:20]([F:21])[F:22])[CH:13]=2)[CH2:28][CH:27]([OH:29])[C:26]([F:31])([F:30])[F:25])[CH:7]=[CH:8][CH:9]=1)([O-:3])=[O:2]. The reactants are [N+:1]([C:4]1[CH:5]=[C:6]([NH:10][CH2:11][C:12]2[CH:17]=[CH:16][CH:15]=[C:14]([O:18][C:19]([F:24])([F:23])[CH:20]([F:22])[F:21])[CH:13]=2)[CH:7]=[CH:8][CH:9]=1)([O-:3])=[O:2].[F:25][C:26]([F:31])([F:30])[CH:27]1[O:29][CH2:28]1.FC(F)(F)S([O-])(=O)=O.[Yb+3].FC(F)(F)S([O-])(=O)=O.FC(F)(F)S([O-])(=O)=O. (3) The reactants are [CH:1]([OH:3])=O.OO.[Cl:6][C:7]1[CH:12]=[CH:11][C:10]([C:13]2C[CH2:16][CH2:15][CH:14]=2)=[CH:9][CH:8]=1. No catalyst specified. The product is [Cl:6][C:7]1[CH:12]=[CH:11][C:10]([CH:13]2[CH2:14][CH2:15][CH2:16][C:1]2=[O:3])=[CH:9][CH:8]=1. The yield is 0.349. (4) The reactants are Br[C:2]1[CH:14]=[CH:13][C:12]2[C:11]3[C:6](=[CH:7][C:8](Br)=[CH:9][CH:10]=3)[C:5]([CH2:18][CH3:19])([CH2:16][CH3:17])[C:4]=2[CH:3]=1.[CH2:20]([O:28][C:29]1[CH:34]=[CH:33][C:32]([C:35]2[CH:40]=[CH:39][C:38](B(O)O)=[CH:37][CH:36]=2)=[CH:31][CH:30]=1)[CH2:21][CH2:22][CH2:23][CH2:24][CH2:25][CH2:26][CH3:27].C(=O)([O-])[O-].[Na+].[Na+].CO[CH2:52][CH2:53][O:54][CH3:55]. The catalyst is C1C=CC([P]([Pd]([P](C2C=CC=CC=2)(C2C=CC=CC=2)C2C=CC=CC=2)([P](C2C=CC=CC=2)(C2C=CC=CC=2)C2C=CC=CC=2)[P](C2C=CC=CC=2)(C2C=CC=CC=2)C2C=CC=CC=2)(C2C=CC=CC=2)C2C=CC=CC=2)=CC=1.O. The product is [CH2:16]([C:5]1([CH2:18][CH3:19])[C:4]2[CH:3]=[C:2]([C:38]3[CH:39]=[CH:40][C:35]([C:32]4[CH:33]=[CH:34][C:29]([O:28][CH2:20][CH2:21][CH2:22][CH2:23][CH2:24][CH2:25][CH2:26][CH3:27])=[CH:30][CH:31]=4)=[CH:36][CH:37]=3)[CH:14]=[CH:13][C:12]=2[C:11]2[C:6]1=[CH:7][C:8]([C:29]1[CH:30]=[CH:31][C:32]([C:35]3[CH:36]=[CH:37][C:53]([O:54][CH2:55][CH2:26][CH2:25][CH2:24][CH2:23][CH2:22][CH2:21][CH3:20])=[CH:52][CH:40]=3)=[CH:33][CH:34]=1)=[CH:9][CH:10]=2)[CH3:17]. The yield is 0.650. (5) The reactants are C(OC([NH:8][C:9]1[CH:14]=[CH:13][C:12]([F:15])=[CH:11][C:10]=1[NH:16][C:17]([C:19]1[CH:20]=[N:21][C:22]2[C:27]([CH:28]=1)=[CH:26][CH:25]=[C:24]([N:29]1[CH2:34][CH2:33][N:32](C(OC(C)(C)C)=O)[CH2:31][CH2:30]1)[CH:23]=2)=[O:18])=O)(C)(C)C.C(O)(C(F)(F)F)=O. The catalyst is C(Cl)Cl. The product is [NH2:8][C:9]1[CH:14]=[CH:13][C:12]([F:15])=[CH:11][C:10]=1[NH:16][C:17]([C:19]1[CH:20]=[N:21][C:22]2[C:27]([CH:28]=1)=[CH:26][CH:25]=[C:24]([N:29]1[CH2:34][CH2:33][NH:32][CH2:31][CH2:30]1)[CH:23]=2)=[O:18]. The yield is 0.620. (6) The reactants are [CH2:1]([O:8][NH:9][C@H:10]1[CH2:15][N:14]([C:16](=[O:21])[C:17]([F:20])([F:19])[F:18])[C@H:13]([C:22]([OH:24])=O)[CH2:12][CH2:11]1)[C:2]1[CH:7]=[CH:6][CH:5]=[CH:4][CH:3]=1.[NH2:25][O:26][CH2:27][CH2:28][NH:29][C:30](=[O:36])[O:31][C:32]([CH3:35])([CH3:34])[CH3:33].ON1C2C=CC=CC=2N=N1.Cl.C(N=C=NCCCN(C)C)C. The catalyst is CN(C)C=O.O. The product is [C:32]([O:31][C:30]([NH:29][CH2:28][CH2:27][O:26][NH:25][C:22]([C@@H:13]1[CH2:12][CH2:11][C@@H:10]([NH:9][O:8][CH2:1][C:2]2[CH:7]=[CH:6][CH:5]=[CH:4][CH:3]=2)[CH2:15][N:14]1[C:16](=[O:21])[C:17]([F:20])([F:18])[F:19])=[O:24])=[O:36])([CH3:35])([CH3:33])[CH3:34]. The yield is 0.840. (7) The reactants are [CH3:1][O:2][C:3]1[CH:8]=[CH:7][C:6]([N:9]2[CH:13]=[CH:12][CH:11]=[N:10]2)=[CH:5][CH:4]=1.[Br:14]N1C(=O)CCC1=O. The catalyst is O1CCCC1. The product is [Br:14][C:12]1[CH:11]=[N:10][N:9]([C:6]2[CH:5]=[CH:4][C:3]([O:2][CH3:1])=[CH:8][CH:7]=2)[CH:13]=1. The yield is 0.840.